Task: Regression. Given two drug SMILES strings and cell line genomic features, predict the synergy score measuring deviation from expected non-interaction effect.. Dataset: NCI-60 drug combinations with 297,098 pairs across 59 cell lines (1) Drug 1: C1CN1C2=NC(=NC(=N2)N3CC3)N4CC4. Drug 2: C(CC(=O)O)C(=O)CN.Cl. Cell line: SNB-19. Synergy scores: CSS=27.3, Synergy_ZIP=-8.68, Synergy_Bliss=-8.13, Synergy_Loewe=-25.6, Synergy_HSA=-6.30. (2) Drug 1: CS(=O)(=O)C1=CC(=C(C=C1)C(=O)NC2=CC(=C(C=C2)Cl)C3=CC=CC=N3)Cl. Drug 2: CC1C(C(CC(O1)OC2CC(CC3=C2C(=C4C(=C3O)C(=O)C5=C(C4=O)C(=CC=C5)OC)O)(C(=O)CO)O)N)O.Cl. Cell line: SK-MEL-5. Synergy scores: CSS=36.8, Synergy_ZIP=-3.84, Synergy_Bliss=-3.61, Synergy_Loewe=-8.23, Synergy_HSA=-2.11. (3) Drug 1: C1CN1C2=NC(=NC(=N2)N3CC3)N4CC4. Drug 2: C1=CC=C(C(=C1)C(C2=CC=C(C=C2)Cl)C(Cl)Cl)Cl. Cell line: RXF 393. Synergy scores: CSS=8.22, Synergy_ZIP=0.100, Synergy_Bliss=3.70, Synergy_Loewe=-3.51, Synergy_HSA=2.95. (4) Synergy scores: CSS=31.0, Synergy_ZIP=-5.13, Synergy_Bliss=0.459, Synergy_Loewe=-34.9, Synergy_HSA=-1.17. Drug 1: CC1CCC2CC(C(=CC=CC=CC(CC(C(=O)C(C(C(=CC(C(=O)CC(OC(=O)C3CCCCN3C(=O)C(=O)C1(O2)O)C(C)CC4CCC(C(C4)OC)O)C)C)O)OC)C)C)C)OC. Drug 2: CC(C)NC(=O)C1=CC=C(C=C1)CNNC.Cl. Cell line: CCRF-CEM. (5) Drug 2: CNC(=O)C1=NC=CC(=C1)OC2=CC=C(C=C2)NC(=O)NC3=CC(=C(C=C3)Cl)C(F)(F)F. Cell line: IGROV1. Synergy scores: CSS=43.0, Synergy_ZIP=-4.28, Synergy_Bliss=-2.27, Synergy_Loewe=-0.744, Synergy_HSA=-0.0387. Drug 1: C1=CC(=CC=C1CCCC(=O)O)N(CCCl)CCCl. (6) Drug 1: CC1=C(C=C(C=C1)NC2=NC=CC(=N2)N(C)C3=CC4=NN(C(=C4C=C3)C)C)S(=O)(=O)N.Cl. Drug 2: CC1=C(N=C(N=C1N)C(CC(=O)N)NCC(C(=O)N)N)C(=O)NC(C(C2=CN=CN2)OC3C(C(C(C(O3)CO)O)O)OC4C(C(C(C(O4)CO)O)OC(=O)N)O)C(=O)NC(C)C(C(C)C(=O)NC(C(C)O)C(=O)NCCC5=NC(=CS5)C6=NC(=CS6)C(=O)NCCC[S+](C)C)O. Cell line: KM12. Synergy scores: CSS=4.49, Synergy_ZIP=-4.51, Synergy_Bliss=-4.18, Synergy_Loewe=-4.52, Synergy_HSA=-1.98.